From a dataset of Catalyst prediction with 721,799 reactions and 888 catalyst types from USPTO. Predict which catalyst facilitates the given reaction. (1) The catalyst class is: 21. Product: [CH3:12][S:1][C:2]1[NH:3][CH:4]=[C:5]([C:7]([O:9][CH2:10][CH3:11])=[O:8])[N:6]=1. Reactant: [SH:1][C:2]1[NH:3][CH:4]=[C:5]([C:7]([O:9][CH2:10][CH3:11])=[O:8])[N:6]=1.[CH3:12]I. (2) Reactant: [CH3:1][C:2]1[CH:6]=[C:5]([CH2:7][C:8]([OH:10])=O)[O:4][N:3]=1.[Li]CCCC.Br[CH2:17][C:18]([O:20][C:21]([CH3:24])([CH3:23])[CH3:22])=[O:19].[Br:25][C:26]1[CH:32]=[CH:31][C:30]([Cl:33])=[CH:29][C:27]=1[NH2:28].C(Cl)CCl.N1C2C(=NC=CC=2)N(O)N=1. Product: [Br:25][C:26]1[CH:32]=[CH:31][C:30]([Cl:33])=[CH:29][C:27]=1[NH:28][C:8](=[O:10])[CH:7]([C:5]1[O:4][N:3]=[C:2]([CH3:1])[CH:6]=1)[CH2:17][C:18]([O:20][C:21]([CH3:24])([CH3:23])[CH3:22])=[O:19]. The catalyst class is: 90. (3) Reactant: [F:1][C:2]1[CH:3]=[CH:4][C:5]([S:22](=[O:40])(=[O:39])[NH:23][C:24]2[CH:25]=[CH:26][C:27]3[C@H:28]4[CH2:38][C@H:29]4[CH2:30][O:31][C:32]=3[C:33]=2[C:34]([O:36][CH3:37])=[O:35])=[C:6]([CH:21]=1)[CH2:7][O:8][C@H:9]1[CH2:13][CH2:12][N:11](C(OC(C)(C)C)=O)[CH2:10]1.F[C:42](F)(F)[C:43](O)=O. Product: [CH2:42]([C@H:7]([O:8][CH:9]1[CH2:13][CH2:12][NH:11][CH2:10]1)[C:6]1[CH:21]=[C:2]([F:1])[CH:3]=[CH:4][C:5]=1[S:22]([NH:23][C:24]1[C:33]([C:34]([O:36][CH3:37])=[O:35])=[C:32]2[C:27]([C@H:28]3[CH2:38][C@H:29]3[CH2:30][O:31]2)=[CH:26][CH:25]=1)(=[O:40])=[O:39])[CH3:43]. The catalyst class is: 2. (4) Product: [NH3:4].[CH3:12][O:13][C:14]1[CH:19]=[C:18]([C:2]2[N:6]3[CH:7]=[CH:8][C:9]([CH3:11])=[N:10][C:5]3=[N:4][CH:3]=2)[CH:17]=[CH:16][CH:15]=1. Reactant: Br[C:2]1[N:6]2[CH:7]=[CH:8][C:9]([CH3:11])=[N:10][C:5]2=[N:4][CH:3]=1.[CH3:12][O:13][C:14]1[CH:15]=[C:16](B(O)O)[CH:17]=[CH:18][CH:19]=1.C(=O)([O-])[O-].[Na+].[Na+]. The catalyst class is: 104.